From a dataset of Reaction yield outcomes from USPTO patents with 853,638 reactions. Predict the reaction yield, written as a fraction of the theoretical maximum amount of product (1.0 means a 100% yield; for example, 0.34 means a 34% yield). (1) The reactants are [Cl:1][C:2]1[C:3]([NH:9][NH2:10])=[N:4][CH:5]=[CH:6][C:7]=1[I:8].C(N(CC)CC)C.[CH:18]1([CH2:21][C:22](Cl)=[O:23])[CH2:20][CH2:19]1.C([O-])(O)=O.[Na+]. The catalyst is C(Cl)Cl. The product is [Cl:1][C:2]1[C:3]([NH:9][NH:10][C:22](=[O:23])[CH2:21][CH:18]2[CH2:20][CH2:19]2)=[N:4][CH:5]=[CH:6][C:7]=1[I:8]. The yield is 0.990. (2) The reactants are [CH2:1]([O:8][C:9]1[CH:14]=[CH:13][C:12]([C@@H:15]([O:34][Si](CC)(CC)CC)[CH2:16][NH:17][C@H:18]([CH3:33])[CH2:19][C:20]2[C:28]3[C:23](=[C:24]([C:29]([O:31]C)=[O:30])[CH:25]=[CH:26][CH:27]=3)[NH:22][CH:21]=2)=[CH:11][C:10]=1[NH:42][S:43]([CH3:46])(=[O:45])=[O:44])[C:2]1[CH:7]=[CH:6][CH:5]=[CH:4][CH:3]=1.[OH-].[K+].Cl. The catalyst is CO.O. The product is [CH2:1]([O:8][C:9]1[CH:14]=[CH:13][C:12]([C@@H:15]([OH:34])[CH2:16][NH:17][C@H:18]([CH3:33])[CH2:19][C:20]2[C:28]3[C:23](=[C:24]([C:29]([OH:31])=[O:30])[CH:25]=[CH:26][CH:27]=3)[NH:22][CH:21]=2)=[CH:11][C:10]=1[NH:42][S:43]([CH3:46])(=[O:44])=[O:45])[C:2]1[CH:7]=[CH:6][CH:5]=[CH:4][CH:3]=1. The yield is 0.920. (3) The reactants are F[C:2]1[CH:7]=[CH:6][CH:5]=[CH:4][C:3]=1[N+:8]([O-:10])=[O:9].[CH2:11]([NH2:18])[C:12]1[CH:17]=[CH:16][CH:15]=[CH:14][CH:13]=1. The catalyst is CN(C=O)C. The product is [CH2:11]([NH:18][C:2]1[CH:7]=[CH:6][CH:5]=[CH:4][C:3]=1[N+:8]([O-:10])=[O:9])[C:12]1[CH:17]=[CH:16][CH:15]=[CH:14][CH:13]=1. The yield is 1.00. (4) The reactants are [O:1]=[C:2]1[CH2:6][S:5][CH2:4][CH:3]1[CH2:7][C:8]1[CH:13]=[CH:12][C:11]([CH:14]([CH3:18])[C:15]([OH:17])=[O:16])=[CH:10][CH:9]=1.[BH4-].[Na+]. The catalyst is C(O)C. The product is [OH:1][CH:2]1[CH2:6][S:5][CH2:4][CH:3]1[CH2:7][C:8]1[CH:13]=[CH:12][C:11]([CH:14]([CH3:18])[C:15]([OH:17])=[O:16])=[CH:10][CH:9]=1. The yield is 0.190. (5) The reactants are [H-].[Na+].[F:3][C:4]([F:8])([CH3:7])[CH2:5][OH:6].Cl[C:10]1[C:15]([C:16]#[N:17])=[CH:14][N:13]=[CH:12][N:11]=1. The catalyst is C1COCC1. The product is [F:3][C:4]([F:8])([CH3:7])[CH2:5][O:6][C:10]1[C:15]([C:16]#[N:17])=[CH:14][N:13]=[CH:12][N:11]=1. The yield is 0.580. (6) The reactants are [Cl:1][C:2]1[CH:7]=[CH:6][CH:5]=[CH:4][C:3]=1[C:8]1[C:9]([C:31]2[CH:36]=[CH:35][C:34]([Cl:37])=[CH:33][CH:32]=2)=[CH:10][C:11]2[N:12]([C:14]([CH2:17][CH:18]3[CH2:23][CH2:22][N:21](C(OC(C)(C)C)=O)[CH2:20][CH2:19]3)=[N:15][N:16]=2)[N:13]=1.Cl. The catalyst is C(Cl)Cl.C(OCC)C. The product is [ClH:1].[Cl:1][C:2]1[CH:7]=[CH:6][CH:5]=[CH:4][C:3]=1[C:8]1[C:9]([C:31]2[CH:32]=[CH:33][C:34]([Cl:37])=[CH:35][CH:36]=2)=[CH:10][C:11]2[N:12]([C:14]([CH2:17][CH:18]3[CH2:19][CH2:20][NH:21][CH2:22][CH2:23]3)=[N:15][N:16]=2)[N:13]=1. The yield is 0.850. (7) The reactants are [C:1]1([S:7]([C:10]2[CH:11]=[C:12]3[C:17](=[CH:18][CH:19]=2)[CH:16](O)[CH2:15][CH2:14][CH2:13]3)(=[O:9])=[O:8])[CH:6]=[CH:5][CH:4]=[CH:3][CH:2]=1.S(Cl)([Cl:23])=O. The catalyst is C1(C)C=CC=CC=1. The product is [C:1]1([S:7]([C:10]2[CH:11]=[C:12]3[C:17](=[CH:18][CH:19]=2)[CH:16]([Cl:23])[CH2:15][CH2:14][CH2:13]3)(=[O:9])=[O:8])[CH:6]=[CH:5][CH:4]=[CH:3][CH:2]=1. The yield is 0.863.